Dataset: Reaction yield outcomes from USPTO patents with 853,638 reactions. Task: Predict the reaction yield, written as a fraction of the theoretical maximum amount of product (1.0 means a 100% yield; for example, 0.34 means a 34% yield). The product is [Cl:17][CH2:2][C:3]1[CH:4]=[C:5]2[C:10](=[CH:11][CH:12]=1)[N:9]=[CH:8][C:7]([C:13]#[N:14])=[CH:6]2. The reactants are O[CH2:2][C:3]1[CH:4]=[C:5]2[C:10](=[CH:11][CH:12]=1)[N:9]=[CH:8][C:7]([C:13]#[N:14])=[CH:6]2.O=S(Cl)[Cl:17]. No catalyst specified. The yield is 0.930.